This data is from Full USPTO retrosynthesis dataset with 1.9M reactions from patents (1976-2016). The task is: Predict the reactants needed to synthesize the given product. (1) Given the product [F:1][C:2]1[CH:3]=[C:4]2[C:9](=[CH:10][CH:11]=1)[O:8][C:7](=[O:12])[C:6]([C:13]([OH:15])=[O:14])=[CH:5]2, predict the reactants needed to synthesize it. The reactants are: [F:1][C:2]1[CH:3]=[C:4]2[C:9](=[CH:10][CH:11]=1)[O:8][C:7](=[O:12])[C:6]([C:13]([O:15]CC)=[O:14])=[CH:5]2.[OH-].[Na+].C(O)C.Cl. (2) Given the product [ClH:17].[Cl:17][C:18]1[CH:19]=[C:20]([CH:23]=[C:24]([Cl:26])[CH:25]=1)[CH2:21][NH:22][C:9]1[CH:8]=[C:7]([N:38]2[CH2:33][CH2:31][NH:30][CH2:27][CH2:29]2)[CH:6]=[CH:11][C:10]=1[S:12]([CH3:15])(=[O:14])=[O:13], predict the reactants needed to synthesize it. The reactants are: FCS([C:6]1[CH:11]=[C:10]([S:12]([CH2:15]F)(=[O:14])=[O:13])[CH:9]=[CH:8][CH:7]=1)(=O)=O.[Cl:17][C:18]1[CH:19]=[C:20]([CH:23]=[C:24]([Cl:26])[CH:25]=1)[CH2:21][NH2:22].[CH:27]([N:30](CC)[CH:31]([CH3:33])C)([CH3:29])C.C(#[N:38])C. (3) Given the product [CH2:1]([O:8][C:9]([N:11]1[CH2:16][CH2:15][CH:14]([N:17]2[C:25]3[C:20](=[CH:21][C:22]([C:27]([OH:29])=[O:28])=[C:23]([F:26])[CH:24]=3)[CH2:19][C:18]2=[O:31])[CH2:13][CH2:12]1)=[O:10])[C:2]1[CH:7]=[CH:6][CH:5]=[CH:4][CH:3]=1, predict the reactants needed to synthesize it. The reactants are: [CH2:1]([O:8][C:9]([N:11]1[CH2:16][CH2:15][CH:14]([N:17]2[C:25]3[C:20](=[CH:21][C:22]([C:27]([O:29]C)=[O:28])=[C:23]([F:26])[CH:24]=3)[CH2:19][C:18]2=[O:31])[CH2:13][CH2:12]1)=[O:10])[C:2]1[CH:7]=[CH:6][CH:5]=[CH:4][CH:3]=1.[OH-].[Na+].Cl.